From a dataset of Catalyst prediction with 721,799 reactions and 888 catalyst types from USPTO. Predict which catalyst facilitates the given reaction. (1) Reactant: C([O:8][C:9]1[C:13]([CH2:14][C:15]([O:17][CH3:18])=[O:16])=[CH:12][N:11]([CH3:19])[N:10]=1)C1C=CC=CC=1.O1CCCC1. Product: [OH:8][C:9]1[C:13]([CH2:14][C:15]([O:17][CH3:18])=[O:16])=[CH:12][N:11]([CH3:19])[N:10]=1. The catalyst class is: 349. (2) Reactant: P([O-])(O)(O)=O.SCC(C(CS)O)O.Cl[C:15]1[N:19]2[N:20]=[C:21]([C:24]3[CH:29]=[CH:28][C:27]([F:30])=[CH:26][CH:25]=3)[CH:22]=[CH:23][C:18]2=[N:17][N:16]=1.CC([C:35]1[C:40]2[N:41]=[C:42]([N:44]([CH2:48][CH2:49][N:50]3[CH2:55][CH2:54][O:53][CH2:52][CH2:51]3)C(=O)[O-])[S:43][C:39]=2[CH:38]=[C:37]([S:56]C#N)[CH:36]=1)(C)C. Product: [F:30][C:27]1[CH:28]=[CH:29][C:24]([C:21]2[CH:22]=[CH:23][C:18]3[N:19]([C:15]([S:56][C:37]4[CH:36]=[CH:35][C:40]5[N:41]=[C:42]([NH:44][CH2:48][CH2:49][N:50]6[CH2:55][CH2:54][O:53][CH2:52][CH2:51]6)[S:43][C:39]=5[CH:38]=4)=[N:16][N:17]=3)[N:20]=2)=[CH:25][CH:26]=1. The catalyst class is: 97. (3) Reactant: C([O:3][C:4]([C:6]1[C:7]2[CH:14]=[CH:13][N:12]([C:15]3[CH:20]=[CH:19][C:18]([F:21])=[CH:17][CH:16]=3)[C:8]=2[CH:9]=[N:10][CH:11]=1)=[O:5])C.[OH-].[K+]. Product: [F:21][C:18]1[CH:17]=[CH:16][C:15]([N:12]2[C:8]3[CH:9]=[N:10][CH:11]=[C:6]([C:4]([OH:5])=[O:3])[C:7]=3[CH:14]=[CH:13]2)=[CH:20][CH:19]=1. The catalyst class is: 24. (4) Reactant: [NH4+:1].[OH-].[C:3]([C:5]1[CH:6]=[C:7]([S:11](Cl)(=[O:13])=[O:12])[CH:8]=[CH:9][CH:10]=1)#[N:4]. Product: [C:3]([C:5]1[CH:6]=[C:7]([S:11]([NH2:1])(=[O:13])=[O:12])[CH:8]=[CH:9][CH:10]=1)#[N:4]. The catalyst class is: 10. (5) Reactant: [C:1]1([N:7]2[CH2:12][CH2:11][N:10]([C:13](=[S:15])[NH2:14])[CH2:9][CH2:8]2)[CH:6]=[CH:5][CH:4]=[CH:3][CH:2]=1.Br[CH:17]([C:23](=O)[C:24]1[CH:29]=[CH:28][CH:27]=[CH:26][CH:25]=1)[CH2:18][C:19]([O:21]C)=[O:20]. Product: [C:24]1([C:23]2[N:14]=[C:13]([N:10]3[CH2:9][CH2:8][N:7]([C:1]4[CH:6]=[CH:5][CH:4]=[CH:3][CH:2]=4)[CH2:12][CH2:11]3)[S:15][C:17]=2[CH2:18][C:19]([OH:21])=[O:20])[CH:29]=[CH:28][CH:27]=[CH:26][CH:25]=1. The catalyst class is: 8. (6) Reactant: [NH2:1][CH2:2][CH2:3][C:4]1[CH:42]=[CH:41][C:7]([O:8][CH2:9][CH2:10][C:11]2[CH:12]=[CH:13][C:14]([O:33][CH2:34][C:35]3[CH:40]=[CH:39][CH:38]=[CH:37][CH:36]=3)=[C:15]([C@@H:17]([C:27]3[CH:32]=[CH:31][CH:30]=[CH:29][CH:28]=3)[CH2:18][CH2:19][N:20]([CH:24]([CH3:26])[CH3:25])[CH:21]([CH3:23])[CH3:22])[CH:16]=2)=[CH:6][CH:5]=1.[CH2:43]([O:50][C:51]1[CH:56]=[CH:55][C:54]([C@@H:57]([O:60][Si:61]([C:64]([CH3:67])([CH3:66])[CH3:65])([CH3:63])[CH3:62])[CH2:58]Br)=[CH:53][C:52]=1[NH:68][S:69]([CH3:72])(=[O:71])=[O:70])[C:44]1[CH:49]=[CH:48][CH:47]=[CH:46][CH:45]=1.C(=O)([O-])O.[Na+].[I-].[K+]. Product: [NH3:1].[CH2:43]([O:50][C:51]1[CH:56]=[CH:55][C:54]([C@@H:57]([O:60][Si:61]([C:64]([CH3:65])([CH3:67])[CH3:66])([CH3:63])[CH3:62])[CH2:58][NH:1][CH2:2][CH2:3][C:4]2[CH:42]=[CH:41][C:7]([O:8][CH2:9][CH2:10][C:11]3[CH:12]=[CH:13][C:14]([O:33][CH2:34][C:35]4[CH:36]=[CH:37][CH:38]=[CH:39][CH:40]=4)=[C:15]([C@@H:17]([C:27]4[CH:28]=[CH:29][CH:30]=[CH:31][CH:32]=4)[CH2:18][CH2:19][N:20]([CH:24]([CH3:26])[CH3:25])[CH:21]([CH3:23])[CH3:22])[CH:16]=3)=[CH:6][CH:5]=2)=[CH:53][C:52]=1[NH:68][S:69]([CH3:72])(=[O:70])=[O:71])[C:44]1[CH:49]=[CH:48][CH:47]=[CH:46][CH:45]=1. The catalyst class is: 10.